From a dataset of Catalyst prediction with 721,799 reactions and 888 catalyst types from USPTO. Predict which catalyst facilitates the given reaction. (1) Reactant: Cl[C:2]1[N:11]=[C:10]([NH:12][C:13]2[NH:14][N:15]=[C:16]([CH:18]3[CH2:20][CH2:19]3)[CH:17]=2)[C:9]2[C:4](=[CH:5][CH:6]=[C:7]([I:21])[CH:8]=2)[N:3]=1.C(OC([N:29]1[C:37]2[C:32](=[CH:33][CH:34]=[C:35]([NH2:38])[CH:36]=2)[C:31](=[O:39])[NH:30]1)=O)(C)(C)C.C1COCC1.C([O-])(O)=O.[Na+]. Product: [CH:18]1([C:16]2[CH:17]=[C:13]([NH:12][C:10]3[C:9]4[C:4](=[CH:5][CH:6]=[C:7]([I:21])[CH:8]=4)[N:3]=[C:2]([NH:38][C:35]4[CH:36]=[C:37]5[C:32]([C:31](=[O:39])[NH:30][NH:29]5)=[CH:33][CH:34]=4)[N:11]=3)[NH:14][N:15]=2)[CH2:20][CH2:19]1. The catalyst class is: 37. (2) Reactant: [Cl:1][C:2]1[CH:7]=[CH:6][C:5]([C:8]2[S:9][C:10]([C:16]([C:18]3[O:19][CH:20]=[CH:21][CH:22]=3)=[O:17])=[CH:11][C:12]=2[CH2:13][C:14]#[N:15])=[CH:4][CH:3]=1.[N-:23]=[N+:24]=[N-:25].[Na+].[Cl-].[NH4+].Cl. Product: [N:15]1[NH:23][N:24]=[N:25][C:14]=1[CH2:13][C:12]1[CH:11]=[C:10]([C:16]([C:18]2[O:19][CH:20]=[CH:21][CH:22]=2)=[O:17])[S:9][C:8]=1[C:5]1[CH:6]=[CH:7][C:2]([Cl:1])=[CH:3][CH:4]=1. The catalyst class is: 35. (3) Reactant: CC(C)([O-])C.[K+].[CH2:7]([O:9][C:10](=[O:29])[C:11]([C:17](=[O:28])[C:18]1[C:23](F)=[C:22]([F:25])[CH:21]=[C:20]([F:26])[C:19]=1[F:27])=[CH:12][NH:13][CH:14]1[CH2:16][CH2:15]1)[CH3:8]. Product: [CH2:7]([O:9][C:10]([C:11]1[C:17](=[O:28])[C:18]2[C:23](=[C:22]([F:25])[CH:21]=[C:20]([F:26])[C:19]=2[F:27])[N:13]([CH:14]2[CH2:16][CH2:15]2)[CH:12]=1)=[O:29])[CH3:8]. The catalyst class is: 523.